From a dataset of Forward reaction prediction with 1.9M reactions from USPTO patents (1976-2016). Predict the product of the given reaction. (1) Given the reactants Cl[CH:2]([CH:7]([CH3:12])[CH2:8][CH:9]([CH3:11])[CH3:10])[CH2:3][N+:4]([O-:6])=[O:5].C(N(CC)CC)C.[S:20]1[CH2:25][CH:24]([OH:26])[S:20][CH2:25][CH:24]1[OH:26], predict the reaction product. The product is: [CH3:10][CH:9]([CH3:11])[CH2:8][CH:7]([CH:2]1[S:20][CH2:25][CH:24]([OH:26])[CH:3]1[N+:4]([O-:6])=[O:5])[CH3:12]. (2) Given the reactants [NH2:1][C:2]1[N:6]([C:7]2[CH:12]=[CH:11][CH:10]=[CH:9][CH:8]=2)[N:5]=[C:4]([C:13]#[N:14])[CH:3]=1.N1C=CC=CC=1.[Br:21][C:22]1[CH:23]=[CH:24][C:25]([Cl:31])=[C:26]([CH:30]=1)[C:27](O)=[O:28].CCCP(=O)=O.C(=O)([O-])[O-].[K+].[K+], predict the reaction product. The product is: [Br:21][C:22]1[CH:23]=[CH:24][C:25]([Cl:31])=[C:26]([CH:30]=1)[C:27]([NH:1][C:2]1[N:6]([C:7]2[CH:12]=[CH:11][CH:10]=[CH:9][CH:8]=2)[N:5]=[C:4]([C:13]#[N:14])[CH:3]=1)=[O:28]. (3) The product is: [CH2:27]([O:26][C:24]([NH:14][C:5]1[CH:6]=[C:7]([C:8]([O:10][CH3:11])=[O:9])[CH:12]=[CH:13][C:4]=1[C:3]([O:2][CH3:1])=[O:15])=[O:25])[CH3:28]. Given the reactants [CH3:1][O:2][C:3](=[O:15])[C:4]1[CH:13]=[CH:12][C:7]([C:8]([O:10][CH3:11])=[O:9])=[CH:6][C:5]=1[NH2:14].CN1CCOCC1.Cl[C:24]([O:26][CH2:27][CH3:28])=[O:25].S(=O)(=O)(O)O, predict the reaction product. (4) Given the reactants [CH3:1][S:2][C:3]1[CH:9]=[CH:8][CH:7]=[CH:6][C:4]=1[NH2:5].[N:10]([O-])=O.[Na+].[Sn](Cl)[Cl:15], predict the reaction product. The product is: [ClH:15].[CH3:1][S:2][C:3]1[CH:9]=[CH:8][CH:7]=[CH:6][C:4]=1[NH:5][NH2:10]. (5) The product is: [CH3:5][CH:4]([CH2:6][CH2:7][CH2:8][C@H:9]([C@@H:11]1[C@:28]2([CH3:29])[C@H:14]([C:15]3[CH2:16][CH2:17][CH:18]4[C@:23]([C:25]=3[CH2:26][CH2:27]2)([CH3:24])[CH2:22][CH2:21][C:20](=[O:30])[CH2:19]4)[CH2:13][CH2:12]1)[CH3:10])[CH3:3]. Given the reactants C[Li].[CH3:3][CH:4]([CH2:6][CH2:7][CH2:8][C@H:9]([C@@H:11]1[C@:28]2([CH3:29])[C@H:14]([C:15]3[CH2:16][CH2:17][C:18]4[C@:23]([C:25]=3[CH2:26][CH2:27]2)([CH3:24])[CH2:22][CH2:21][C:20](=[O:30])[CH:19]=4)[CH2:13][CH2:12]1)[CH3:10])[CH3:5].[Cl-].[NH4+], predict the reaction product. (6) Given the reactants [N+:1]([C:4]1[CH:9]=[CH:8][C:7]([CH2:10][CH2:11][CH2:12][N:13]2[CH2:18][CH2:17][N:16]([C:19]3[C:23]4[CH:24]=[CH:25][CH:26]=[CH:27][C:22]=4[S:21][N:20]=3)[CH2:15][CH2:14]2)=[CH:6][CH:5]=1)([O-])=O.C1COCC1, predict the reaction product. The product is: [S:21]1[C:22]2[CH:27]=[CH:26][CH:25]=[CH:24][C:23]=2[C:19]([N:16]2[CH2:15][CH2:14][N:13]([CH2:12][CH2:11][CH2:10][C:7]3[CH:6]=[CH:5][C:4]([NH2:1])=[CH:9][CH:8]=3)[CH2:18][CH2:17]2)=[N:20]1. (7) Given the reactants Cl[C:2]1[N:7]=[N:6][C:5]([CH2:8][N:9]2[CH:14]=[C:13]3[N:15]=[C:16]([C:18]4[CH:23]=[CH:22][CH:21]=[C:20]([F:24])[C:19]=4[F:25])[N:17]=[C:12]3[CH:11]=[N:10]2)=[CH:4][CH:3]=1.[CH3:26][O:27][CH2:28][C:29]1[CH:34]=[CH:33][C:32](B(O)O)=[CH:31][CH:30]=1, predict the reaction product. The product is: [F:25][C:19]1[C:20]([F:24])=[CH:21][CH:22]=[CH:23][C:18]=1[C:16]1[N:17]=[C:12]2[CH:11]=[N:10][N:9]([CH2:8][C:5]3[N:6]=[N:7][C:2]([C:32]4[CH:33]=[CH:34][C:29]([CH2:28][O:27][CH3:26])=[CH:30][CH:31]=4)=[CH:3][CH:4]=3)[CH:14]=[C:13]2[N:15]=1. (8) The product is: [NH2:1][C:2]1[C:7]([N:20]2[CH2:21][CH2:22][N:17]([C:10]([O:12][C:13]([CH3:15])([CH3:16])[CH3:14])=[O:11])[C@@H:18]([CH2:23][C:24]3[CH:25]=[CH:26][CH:27]=[CH:28][CH:29]=3)[CH2:19]2)=[N:6][C:5]([Br:9])=[CH:4][N:3]=1. Given the reactants [NH2:1][C:2]1[C:7](Br)=[N:6][C:5]([Br:9])=[CH:4][N:3]=1.[C:10]([N:17]1[CH2:22][CH2:21][NH:20][CH2:19][C@@H:18]1[CH2:23][C:24]1[CH:29]=[CH:28][CH:27]=[CH:26][CH:25]=1)([O:12][C:13]([CH3:16])([CH3:15])[CH3:14])=[O:11].C(N(C(C)C)CC)(C)C.C(OCC)(=O)C, predict the reaction product. (9) Given the reactants [C:1]([O:5][C:6](=[O:13])[CH:7]([CH:10]1[CH2:12][CH2:11]1)[CH2:8][NH2:9])([CH3:4])([CH3:3])[CH3:2].C[O:15][C:16]([C:18]1[N:19]=[C:20]([C:37]#[N:38])[C:21]2[C:26]([C:27]=1[OH:28])=[CH:25][CH:24]=[C:23]([O:29][C:30]1[CH:35]=[CH:34][C:33]([F:36])=[CH:32][CH:31]=1)[CH:22]=2)=O.C1CCN2C(=NCCC2)CC1, predict the reaction product. The product is: [C:1]([O:5][C:6](=[O:13])[CH:7]([CH:10]1[CH2:12][CH2:11]1)[CH2:8][NH:9][C:16]([C:18]1[N:19]=[C:20]([C:37]#[N:38])[C:21]2[C:26]([C:27]=1[OH:28])=[CH:25][CH:24]=[C:23]([O:29][C:30]1[CH:35]=[CH:34][C:33]([F:36])=[CH:32][CH:31]=1)[CH:22]=2)=[O:15])([CH3:4])([CH3:2])[CH3:3]. (10) Given the reactants [NH2:1][C:2]1[S:3][C:4]([CH:11]([CH3:13])[CH3:12])=[C:5]([C:7]([O:9]C)=[O:8])[N:6]=1.Cl, predict the reaction product. The product is: [NH2:1][C:2]1[S:3][C:4]([CH:11]([CH3:13])[CH3:12])=[C:5]([C:7]([OH:9])=[O:8])[N:6]=1.